From a dataset of Full USPTO retrosynthesis dataset with 1.9M reactions from patents (1976-2016). Predict the reactants needed to synthesize the given product. (1) Given the product [CH2:1]([O:3][C:4](=[O:24])[CH2:5][C@@H:6]1[CH2:10][S:9][C:8]([C:11]2[NH:12][C:13]3[C:18]([CH:19]=2)=[CH:17][C:16]([CH3:20])=[CH:15][C:14]=3[NH:21][CH:32]2[CH2:33][CH2:34][C:29]3([O:28][CH2:27][CH2:26][O:25]3)[CH2:30][CH2:31]2)=[N:7]1)[CH3:2], predict the reactants needed to synthesize it. The reactants are: [CH2:1]([O:3][C:4](=[O:24])[CH2:5][C@@H:6]1[CH2:10][S:9][C:8]([C:11]2[NH:12][C:13]3[C:18]([CH:19]=2)=[CH:17][C:16]([CH3:20])=[CH:15][C:14]=3[N+:21]([O-])=O)=[N:7]1)[CH3:2].[O:25]1[C:29]2([CH2:34][CH2:33][C:32](=O)[CH2:31][CH2:30]2)[O:28][CH2:27][CH2:26]1. (2) Given the product [Cl:33][C:26]1[CH:25]=[C:24]([C:21]2[CH:22]=[CH:23][N:19]([CH2:18][C@@H:17]([NH:16][C:13]([C:11]3[N:12]=[C:7]4[CH:6]=[CH:5][C:4]([N+:1]([O-:3])=[O:2])=[CH:9][N:8]4[CH:10]=3)=[O:15])[CH3:34])[N:20]=2)[CH:31]=[C:30]([F:32])[C:27]=1[C:28]#[N:29], predict the reactants needed to synthesize it. The reactants are: [N+:1]([C:4]1[CH:5]=[CH:6][C:7]2[N:8]([CH:10]=[C:11]([C:13]([OH:15])=O)[N:12]=2)[CH:9]=1)([O-:3])=[O:2].[NH2:16][C@@H:17]([CH3:34])[CH2:18][N:19]1[CH:23]=[CH:22][C:21]([C:24]2[CH:31]=[C:30]([F:32])[C:27]([C:28]#[N:29])=[C:26]([Cl:33])[CH:25]=2)=[N:20]1.CN(C(ON1N=NC2C=CC=CC1=2)=[N+](C)C)C.F[P-](F)(F)(F)(F)F. (3) Given the product [F:1][C:2]1[C:7]([O:8][CH3:9])=[CH:6][CH:5]=[C:4]([F:10])[C:3]=1[OH:16], predict the reactants needed to synthesize it. The reactants are: [F:1][C:2]1[C:7]([O:8][CH3:9])=[CH:6][CH:5]=[C:4]([F:10])[C:3]=1B(O)O.CC(O)=[O:16].OO. (4) Given the product [CH3:32][S:33]([O:1][CH2:2][CH2:3][N:4]1[C:12]2[CH:11]=[CH:10][CH:9]=[CH:8][C:7]=2[C:6]2[CH2:13][CH2:14][N:15]([C:18]([O:20][C:21]([CH3:24])([CH3:23])[CH3:22])=[O:19])[CH2:16][CH2:17][C:5]1=2)(=[O:35])=[O:34], predict the reactants needed to synthesize it. The reactants are: [OH:1][CH2:2][CH2:3][N:4]1[C:12]2[CH:11]=[CH:10][CH:9]=[CH:8][C:7]=2[C:6]2[CH2:13][CH2:14][N:15]([C:18]([O:20][C:21]([CH3:24])([CH3:23])[CH3:22])=[O:19])[CH2:16][CH2:17][C:5]1=2.C(N(CC)CC)C.[CH3:32][S:33](Cl)(=[O:35])=[O:34]. (5) Given the product [CH:9]1([NH:15][C:16]2[C:17]([NH:22][CH3:8])=[CH:18][CH:19]=[CH:20][CH:21]=2)[CH2:14][CH2:13][CH2:12][CH2:11][CH2:10]1, predict the reactants needed to synthesize it. The reactants are: C(=O)([O-])[O-].[K+].[K+].I[CH3:8].[CH:9]1([NH:15][C:16]2[C:17]([NH2:22])=[CH:18][CH:19]=[CH:20][CH:21]=2)[CH2:14][CH2:13][CH2:12][CH2:11][CH2:10]1.O. (6) The reactants are: C[O:2][C:3](=[O:24])[C:4]1[CH:9]=[C:8]([C:10]2[S:11][CH:12]=[C:13]([C:15]3[CH:20]=[CH:19][C:18]([Cl:21])=[C:17]([Cl:22])[CH:16]=3)[N:14]=2)[CH:7]=[CH:6][C:5]=1Br.[CH3:25][C:26]1[CH:31]=[CH:30][CH:29]=[CH:28][C:27]=1B(O)O. Given the product [Cl:22][C:17]1[CH:16]=[C:15]([C:13]2[N:14]=[C:10]([C:8]3[CH:9]=[C:4]([C:3]([OH:2])=[O:24])[C:5]([C:27]4[CH:28]=[CH:29][CH:30]=[CH:31][C:26]=4[CH3:25])=[CH:6][CH:7]=3)[S:11][CH:12]=2)[CH:20]=[CH:19][C:18]=1[Cl:21], predict the reactants needed to synthesize it.